This data is from Forward reaction prediction with 1.9M reactions from USPTO patents (1976-2016). The task is: Predict the product of the given reaction. (1) The product is: [C:15]([C:2]1[CH:7]=[CH:6][C:5]([C:8]2([C:11]([O:13][CH3:14])=[O:12])[CH2:10][CH2:9]2)=[CH:4][CH:3]=1)#[N:16]. Given the reactants Cl[C:2]1[CH:7]=[CH:6][C:5]([C:8]2([C:11]([O:13][CH3:14])=[O:12])[CH2:10][CH2:9]2)=[CH:4][CH:3]=1.[CH3:15][N:16]1CCCC1=O, predict the reaction product. (2) Given the reactants [NH2:1][C:2]1[C:11]2[N:10]=[CH:9][C:8]([CH2:12][CH2:13][C:14]3[CH:19]=[CH:18][C:17]([O:20][CH2:21][CH2:22][O:23][CH2:24][CH2:25][C:26]([P:29]([O:34]CC)([O:31]CC)=[O:30])([F:28])[F:27])=[CH:16][C:15]=3[CH3:37])=[CH:7][C:6]=2[C:5]2[CH:38]=[CH:39][C:40]([CH2:42][CH2:43][C:44]([O:46]CC)=[O:45])=[CH:41][C:4]=2[N:3]=1.C[Si](Br)(C)C.[OH-].[Na+], predict the reaction product. The product is: [NH2:1][C:2]1[C:11]2[N:10]=[CH:9][C:8]([CH2:12][CH2:13][C:14]3[CH:19]=[CH:18][C:17]([O:20][CH2:21][CH2:22][O:23][CH2:24][CH2:25][C:26]([F:27])([F:28])[P:29]([OH:34])([OH:31])=[O:30])=[CH:16][C:15]=3[CH3:37])=[CH:7][C:6]=2[C:5]2[CH:38]=[CH:39][C:40]([CH2:42][CH2:43][C:44]([OH:46])=[O:45])=[CH:41][C:4]=2[N:3]=1. (3) Given the reactants Br[C:2]1[CH:3]=[CH:4][C:5]([N:10]2[CH:14]=[C:13]([CH3:15])[N:12]=[CH:11]2)=[C:6]([CH:9]=1)[C:7]#[N:8].[Cl:16][C:17]1[CH:22]=[CH:21][C:20]([C:23]2[CH:28]=[CH:27][N:26]=[C:25]([NH2:29])[N:24]=2)=[CH:19][CH:18]=1, predict the reaction product. The product is: [Cl:16][C:17]1[CH:18]=[CH:19][C:20]([C:23]2[CH:28]=[CH:27][N:26]=[C:25]([NH:29][C:2]3[CH:3]=[CH:4][C:5]([N:10]4[CH:14]=[C:13]([CH3:15])[N:12]=[CH:11]4)=[C:6]([CH:9]=3)[C:7]#[N:8])[N:24]=2)=[CH:21][CH:22]=1. (4) Given the reactants FC(F)(F)C(O)=O.C(OC([N:15]([CH2:46][CH3:47])[C:16]1[CH:21]=[CH:20][CH:19]=[CH:18][C:17]=1[C:22]1[CH:30]=[CH:29][C:25]([C:26]([OH:28])=[O:27])=[C:24]([NH:31][C:32]([C:34]2[CH:35]=[N:36][CH:37]=[C:38]([C:40]3[CH:45]=[CH:44][CH:43]=[CH:42][CH:41]=3)[CH:39]=2)=[O:33])[CH:23]=1)=O)(C)(C)C, predict the reaction product. The product is: [CH2:46]([NH:15][C:16]1[CH:21]=[CH:20][CH:19]=[CH:18][C:17]=1[C:22]1[CH:30]=[CH:29][C:25]([C:26]([OH:28])=[O:27])=[C:24]([NH:31][C:32]([C:34]2[CH:35]=[N:36][CH:37]=[C:38]([C:40]3[CH:45]=[CH:44][CH:43]=[CH:42][CH:41]=3)[CH:39]=2)=[O:33])[CH:23]=1)[CH3:47]. (5) Given the reactants [CH2:1]([NH2:9])[CH2:2][C:3]1[CH:8]=[CH:7][CH:6]=[CH:5][CH:4]=1.C(N(CC)CC)C.[F:17][C:18]([F:29])([F:28])[C:19](O[C:19](=[O:20])[C:18]([F:29])([F:28])[F:17])=[O:20].C(O)(=O)C, predict the reaction product. The product is: [F:17][C:18]([F:29])([F:28])[C:19]([NH:9][CH2:1][CH2:2][C:3]1[CH:8]=[CH:7][CH:6]=[CH:5][CH:4]=1)=[O:20]. (6) Given the reactants [Br:1][C:2]1[CH:3]=[C:4]([C:24]([NH:26][C:27]2[CH:32]=[CH:31][CH:30]=[CH:29][C:28]=2[NH:33][C:34]2[CH:39]=[CH:38][CH:37]=[CH:36][CH:35]=2)=O)[CH:5]=[C:6]([CH:23]=1)[C:7]([NH:9][C:10]1[CH:15]=[CH:14][CH:13]=[CH:12][C:11]=1[NH:16][C:17]1[CH:22]=[CH:21][CH:20]=[CH:19][CH:18]=1)=O.O=P(Cl)(Cl)Cl.C([O-])([O-])=O.[Na+].[Na+], predict the reaction product. The product is: [Br:1][C:2]1[CH:3]=[C:4]([C:24]2[N:33]([C:34]3[CH:39]=[CH:38][CH:37]=[CH:36][CH:35]=3)[C:28]3[CH:29]=[CH:30][CH:31]=[CH:32][C:27]=3[N:26]=2)[CH:5]=[C:6]([C:7]2[N:16]([C:17]3[CH:22]=[CH:21][CH:20]=[CH:19][CH:18]=3)[C:11]3[CH:12]=[CH:13][CH:14]=[CH:15][C:10]=3[N:9]=2)[CH:23]=1. (7) Given the reactants [OH-].[K+].[CH3:3][C:4]1[C:13]2[C:8](=[C:9]([C:18](=[O:20])[CH3:19])[C:10]([O:14][CH2:15][C:16]#[CH:17])=[CH:11][CH:12]=2)[O:7][C:6](=[O:21])[CH:5]=1.[CH3:22][O:23][C:24]1[CH:25]=[C:26]([CH:29]=[CH:30][CH:31]=1)[CH:27]=O, predict the reaction product. The product is: [CH3:3][C:4]1[C:13]2[C:8](=[C:9]([C:18](=[O:20])[CH:19]=[CH:27][C:26]3[CH:29]=[CH:30][CH:31]=[C:24]([O:23][CH3:22])[CH:25]=3)[C:10]([O:14][CH2:15][C:16]#[CH:17])=[CH:11][CH:12]=2)[O:7][C:6](=[O:21])[CH:5]=1. (8) Given the reactants O=[C:2]1[CH2:7][CH2:6][N:5]([C:8]2[CH:21]=[CH:20][C:11]([CH2:12][CH:13]3[S:17][C:16](=[O:18])[NH:15][C:14]3=[O:19])=[CH:10][CH:9]=2)[CH2:4][CH2:3]1.[NH2:22][CH2:23][C@@H:24]([C:26]1[CH:27]=[CH:28][C:29]([OH:39])=[C:30]([NH:32][S:33]([CH:36]([CH3:38])[CH3:37])(=[O:35])=[O:34])[CH:31]=1)[OH:25], predict the reaction product. The product is: [O:18]=[C:16]1[NH:15][C:14](=[O:19])[CH:13]([CH2:12][C:11]2[CH:20]=[CH:21][C:8]([N:5]3[CH2:6][CH2:7][CH:2]([NH:22][CH2:23][C@@H:24]([C:26]4[CH:27]=[CH:28][C:29]([OH:39])=[C:30]([NH:32][S:33]([CH:36]([CH3:37])[CH3:38])(=[O:35])=[O:34])[CH:31]=4)[OH:25])[CH2:3][CH2:4]3)=[CH:9][CH:10]=2)[S:17]1.